From a dataset of Forward reaction prediction with 1.9M reactions from USPTO patents (1976-2016). Predict the product of the given reaction. (1) Given the reactants [CH3:1][O-:2].[Na+].[Br:4][C:5]1[CH:12]=[CH:11][C:8]([CH:9]=[O:10])=[C:7](F)[C:6]=1[F:14], predict the reaction product. The product is: [Br:4][C:5]1[CH:12]=[CH:11][C:8]([CH:9]=[O:10])=[C:7]([O:2][CH3:1])[C:6]=1[F:14]. (2) Given the reactants [Cl:1][C:2]1[CH:7]=[C:6]([C:8]2[S:9][CH:10]=[C:11]([CH3:13])[CH:12]=2)[CH:5]=[CH:4][C:3]=1[S:14]([NH:17][C:18]1[CH:19]=[C:20]([NH:26][C:27](=[O:39])[C@@H:28]([N:30](C)[C:31](=O)OC(C)(C)C)[CH3:29])[CH:21]=[CH:22][C:23]=1[O:24][CH3:25])(=[O:16])=[O:15], predict the reaction product. The product is: [ClH:1].[Cl:1][C:2]1[CH:7]=[C:6]([C:8]2[S:9][CH:10]=[C:11]([CH3:13])[CH:12]=2)[CH:5]=[CH:4][C:3]=1[S:14]([NH:17][C:18]1[CH:19]=[C:20]([NH:26][C:27](=[O:39])[C@H:28]([CH3:29])[NH:30][CH3:31])[CH:21]=[CH:22][C:23]=1[O:24][CH3:25])(=[O:15])=[O:16]. (3) The product is: [C:6]([C:7]1[CH:16]=[CH:15][C:10]([O:11][CH2:12][CH2:13][OH:14])=[CH:9][CH:8]=1)#[CH:5]. Given the reactants C[Si]([C:5]#[C:6][C:7]1[CH:16]=[CH:15][C:10]([O:11][CH2:12][CH2:13][OH:14])=[CH:9][CH:8]=1)(C)C, predict the reaction product. (4) Given the reactants [OH:1][CH2:2][CH2:3][O:4][C:5]1[CH:6]=[C:7]([CH:10]=[CH:11][CH:12]=1)[C:8]#[N:9].[N+]([C:16]1[N:20]=[CH:19][N:18]([C:21]([C:34]2[CH:39]=[CH:38][CH:37]=[CH:36][CH:35]=2)([C:28]2[CH:33]=[CH:32][CH:31]=[CH:30][CH:29]=2)[C:22]2[CH:27]=[CH:26][CH:25]=[CH:24][CH:23]=2)[N:17]=1)([O-])=O.[H-].[Na+], predict the reaction product. The product is: [C:34]1([C:21]([C:22]2[CH:23]=[CH:24][CH:25]=[CH:26][CH:27]=2)([C:28]2[CH:29]=[CH:30][CH:31]=[CH:32][CH:33]=2)[N:18]2[CH:19]=[N:20][C:16]([O:1][CH2:2][CH2:3][O:4][C:5]3[CH:6]=[C:7]([CH:10]=[CH:11][CH:12]=3)[C:8]#[N:9])=[N:17]2)[CH:39]=[CH:38][CH:37]=[CH:36][CH:35]=1. (5) Given the reactants [C:1]([O:4][C@H:5]1[CH2:10][C@H:9]([CH3:11])[CH2:8][CH2:7][C@H:6]1[C:12]([OH:14])=O)(=[O:3])[CH3:2].C(Cl)(=O)C([Cl:18])=O, predict the reaction product. The product is: [C:1]([O:4][C@H:5]1[CH2:10][C@H:9]([CH3:11])[CH2:8][CH2:7][C@H:6]1[C:12]([Cl:18])=[O:14])(=[O:3])[CH3:2]. (6) Given the reactants [OH:1][C:2]1[CH:3]=[C:4]([C:8]2[CH:12]=[CH:11][S:10][C:9]=2[C:13]#[N:14])[CH:5]=[CH:6][CH:7]=1.N1C=CC=CC=1.[F:21][C:22]([F:35])([F:34])[S:23](O[S:23]([C:22]([F:35])([F:34])[F:21])(=[O:25])=[O:24])(=[O:25])=[O:24].O, predict the reaction product. The product is: [C:13]([C:9]1[S:10][CH:11]=[CH:12][C:8]=1[C:4]1[CH:3]=[C:2]([O:1][S:23]([C:22]([F:35])([F:34])[F:21])(=[O:25])=[O:24])[CH:7]=[CH:6][CH:5]=1)#[N:14].